This data is from Reaction yield outcomes from USPTO patents with 853,638 reactions. The task is: Predict the reaction yield, written as a fraction of the theoretical maximum amount of product (1.0 means a 100% yield; for example, 0.34 means a 34% yield). (1) The reactants are [H-].[Na+].[F:3][C:4]1[C:9]([C:10]2[CH:15]=[CH:14][CH:13]=[C:12]([CH3:16])[CH:11]=2)=[C:8]([CH:17]([OH:31])[C@@H:18]2[O:23][CH2:22][CH2:21][N:20]([C:24]([O:26][C:27]([CH3:30])([CH3:29])[CH3:28])=[O:25])[CH2:19]2)[CH:7]=[CH:6][CH:5]=1.CS(O[CH2:37][CH2:38][CH2:39][O:40][CH3:41])(=O)=O.[NH4+].[Cl-]. The yield is 0.223. The catalyst is C1COCC1. The product is [F:3][C:4]1[C:9]([C:10]2[CH:15]=[CH:14][CH:13]=[C:12]([CH3:16])[CH:11]=2)=[C:8]([C@H:17]([O:31][CH2:37][CH2:38][CH2:39][O:40][CH3:41])[C@@H:18]2[O:23][CH2:22][CH2:21][N:20]([C:24]([O:26][C:27]([CH3:28])([CH3:30])[CH3:29])=[O:25])[CH2:19]2)[CH:7]=[CH:6][CH:5]=1. (2) The reactants are [F:1][C:2]1[C:3]([C:8]2[CH2:9][CH2:10][N:11]([C:14]([C:16]3[N:17]=[C:18]4[C:23]([C:24]([F:27])([F:26])[F:25])=[CH:22][C:21]([C:28]5[CH:32]=[CH:31][O:30][CH:29]=5)=[CH:20][N:19]4[C:33]=3[CH2:34][OH:35])=[O:15])[CH2:12][CH:13]=2)=[N:4][CH:5]=[CH:6][CH:7]=1.[CH3:36][Mg]Br. The catalyst is C1COCC1. The product is [F:1][C:2]1[C:3]([C:8]2[CH2:13][CH2:12][N:11]([C:14]([C:16]3[N:17]=[C:18]4[C:23]([C:24]([F:27])([F:25])[F:26])=[CH:22][C:21]([C:28]5[CH:32]=[CH:31][O:30][CH:29]=5)=[CH:20][N:19]4[C:33]=3[CH:34]([OH:35])[CH3:36])=[O:15])[CH2:10][CH:9]=2)=[N:4][CH:5]=[CH:6][CH:7]=1. The yield is 0.170.